Dataset: Reaction yield outcomes from USPTO patents with 853,638 reactions. Task: Predict the reaction yield, written as a fraction of the theoretical maximum amount of product (1.0 means a 100% yield; for example, 0.34 means a 34% yield). (1) The reactants are [CH3:1][O:2][C:3]1[CH:8]=[CH:7][C:6]([OH:9])=[CH:5][CH:4]=1.[C:10](#[N:13])[CH:11]=[CH2:12]. The catalyst is CO. The product is [CH3:1][O:2][C:3]1[CH:8]=[CH:7][C:6]([O:9][CH2:12][CH2:11][C:10]#[N:13])=[CH:5][CH:4]=1. The yield is 0.895. (2) The reactants are [Cl:1][C:2]1[CH:3]=[CH:4][C:5]2[N:11]([CH3:12])[C:10](=[O:13])[CH:9]([NH:14][C:15]([NH:19][C:20]3[C:29]4[C:24](=[CH:25][CH:26]=[CH:27][CH:28]=4)[C:23]([N:30]4[CH2:35][CH2:34][O:33][CH2:32][CH2:31]4)=[CH:22][CH:21]=3)=[N:16][C:17]#[N:18])[N:8]=[C:7]([C:36]3[CH:41]=[CH:40][CH:39]=[CH:38][C:37]=3[Cl:42])[C:6]=2[CH:43]=1.O.FC(F)(F)C(O)=[O:48]. The catalyst is C1COCC1. The product is [Cl:1][C:2]1[CH:3]=[CH:4][C:5]2[N:11]([CH3:12])[C:10](=[O:13])[CH:9]([NH:14]/[C:15](/[NH:19][C:20]3[C:29]4[C:24](=[CH:25][CH:26]=[CH:27][CH:28]=4)[C:23]([N:30]4[CH2:31][CH2:32][O:33][CH2:34][CH2:35]4)=[CH:22][CH:21]=3)=[N:16]/[C:17]([NH2:18])=[O:48])[N:8]=[C:7]([C:36]3[CH:41]=[CH:40][CH:39]=[CH:38][C:37]=3[Cl:42])[C:6]=2[CH:43]=1. The yield is 0.350. (3) The reactants are [CH2:1]([N:8]1[C:13](=[O:14])[C:12]2[C:15]([CH3:18])=[N:16][S:17][C:11]=2[N:10]=[C:9]1[CH2:19][CH:20]([CH3:22])[CH3:21])[C:2]1[CH:7]=[CH:6][CH:5]=[CH:4][CH:3]=1.C([O-])(=O)C.[Na+].[Br:28]Br.CCOC(C)=O. The catalyst is C(O)(=O)C. The product is [CH2:1]([N:8]1[C:13](=[O:14])[C:12]2[C:15]([CH3:18])=[N:16][S:17][C:11]=2[N:10]=[C:9]1[CH:19]([Br:28])[CH:20]([CH3:22])[CH3:21])[C:2]1[CH:3]=[CH:4][CH:5]=[CH:6][CH:7]=1. The yield is 0.990. (4) The reactants are [Si:1]([O:8][CH2:9][C@@H:10]([N:12]1[C:16]2[N:17]=[CH:18][N:19]=[C:20](Cl)[C:15]=2[CH:14]=[CH:13]1)[CH3:11])([C:4]([CH3:7])([CH3:6])[CH3:5])([CH3:3])[CH3:2]. The catalyst is C(O)C.N.[Pd]. The product is [Si:1]([O:8][CH2:9][C@@H:10]([N:12]1[C:16]2[N:17]=[CH:18][N:19]=[CH:20][C:15]=2[CH:14]=[CH:13]1)[CH3:11])([C:4]([CH3:5])([CH3:6])[CH3:7])([CH3:2])[CH3:3]. The yield is 0.940. (5) The reactants are [Br-].[C:2]([CH:4]([C:6]1[O:7][CH:8]=[CH:9][CH:10]=1)[NH3+:5])#[N:3].BrBr.OS([O-])=O.[Na+]. The catalyst is O. The product is [OH:7][C:6]1[C:4]([C:2]#[N:3])=[N:5][CH:8]=[CH:9][CH:10]=1. The yield is 0.400. (6) The reactants are Br[C:2]1[CH:7]=[CH:6][C:5]([S:8]([CH:11]2[CH2:14][CH2:13][CH2:12]2)(=[O:10])=[O:9])=[CH:4][C:3]=1[O:15][CH3:16].[B:17]1([B:17]2[O:21][C:20]([CH3:23])([CH3:22])[C:19]([CH3:25])([CH3:24])[O:18]2)[O:21][C:20]([CH3:23])([CH3:22])[C:19]([CH3:25])([CH3:24])[O:18]1.C([O-])(=O)C.[K+]. The catalyst is O1CCOCC1.[Pd](Cl)Cl.C1(P(C2C=CC=CC=2)[C-]2C=CC=C2)C=CC=CC=1.[C-]1(P(C2C=CC=CC=2)C2C=CC=CC=2)C=CC=C1.[Fe+2]. The product is [CH:11]1([S:8]([C:5]2[CH:6]=[CH:7][C:2]([B:17]3[O:21][C:20]([CH3:23])([CH3:22])[C:19]([CH3:25])([CH3:24])[O:18]3)=[C:3]([O:15][CH3:16])[CH:4]=2)(=[O:10])=[O:9])[CH2:14][CH2:13][CH2:12]1. The yield is 0.940.